Task: Regression. Given a peptide amino acid sequence and an MHC pseudo amino acid sequence, predict their binding affinity value. This is MHC class I binding data.. Dataset: Peptide-MHC class I binding affinity with 185,985 pairs from IEDB/IMGT (1) The peptide sequence is DLTTKNVSI. The MHC is HLA-A02:06 with pseudo-sequence HLA-A02:06. The binding affinity (normalized) is 0.151. (2) The peptide sequence is FLPKLVVGE. The MHC is HLA-A02:01 with pseudo-sequence HLA-A02:01. The binding affinity (normalized) is 0.127. (3) The peptide sequence is KRWAFRTGV. The MHC is HLA-B15:01 with pseudo-sequence HLA-B15:01. The binding affinity (normalized) is 0.0847. (4) The peptide sequence is MAVHCMNFK. The MHC is HLA-A03:01 with pseudo-sequence HLA-A03:01. The binding affinity (normalized) is 0.623. (5) The MHC is HLA-A30:01 with pseudo-sequence HLA-A30:01. The binding affinity (normalized) is 0.168. The peptide sequence is AIKPITDQF.